From a dataset of Full USPTO retrosynthesis dataset with 1.9M reactions from patents (1976-2016). Predict the reactants needed to synthesize the given product. (1) Given the product [NH2:2][C:3]1[S:4][CH:5]=[C:6]([CH2:8][N:12]([O:13][CH3:14])[CH3:11])[N:7]=1, predict the reactants needed to synthesize it. The reactants are: Cl.[NH2:2][C:3]1[S:4][CH:5]=[C:6]([CH2:8]Cl)[N:7]=1.Cl.[CH3:11][NH:12][O:13][CH3:14].CCN(C(C)C)C(C)C. (2) Given the product [ClH:25].[NH2:17][C@:2]1([CH3:1])[CH2:6][CH2:5][C@H:4]([C:7]([N:9]2[CH2:14][CH2:13][CH2:12][CH2:11][CH2:10]2)=[O:8])[C:3]1([CH3:16])[CH3:15], predict the reactants needed to synthesize it. The reactants are: [CH3:1][C@@:2]1([NH:17]C(=O)OC(C)(C)C)[CH2:6][CH2:5][C@H:4]([C:7]([N:9]2[CH2:14][CH2:13][CH2:12][CH2:11][CH2:10]2)=[O:8])[C:3]1([CH3:16])[CH3:15].[ClH:25]. (3) Given the product [NH:9]([C:15]([C:16]1[CH:21]=[CH:20][CH:19]=[CH:18][CH:17]=1)([C:28]1[CH:29]=[CH:30][CH:31]=[CH:32][CH:33]=1)[C:22]1[CH:23]=[CH:24][CH:25]=[CH:26][CH:27]=1)[CH2:1][C:2]([NH:4][CH2:5][C:6]([OH:8])=[O:7])=[O:3], predict the reactants needed to synthesize it. The reactants are: [CH2:1]([NH2:9])[C:2]([NH:4][CH2:5][C:6]([OH:8])=[O:7])=[O:3].C(NCC)C.[C:15](Cl)([C:28]1[CH:33]=[CH:32][CH:31]=[CH:30][CH:29]=1)([C:22]1[CH:27]=[CH:26][CH:25]=[CH:24][CH:23]=1)[C:16]1[CH:21]=[CH:20][CH:19]=[CH:18][CH:17]=1. (4) Given the product [NH3:9].[CH3:1][O:2][C:3](=[O:4])[C:5]1[CH:6]=[CH:7][C:8]([C:11]([N:22]2[CH2:23][CH2:24][N:19]([CH:16]([CH3:18])[CH3:17])[CH2:20][CH2:21]2)=[O:13])=[N:9][CH:10]=1, predict the reactants needed to synthesize it. The reactants are: [CH3:1][O:2][C:3]([C:5]1[CH:6]=[CH:7][C:8]([C:11]([OH:13])=O)=[N:9][CH:10]=1)=[O:4].Cl.Cl.[CH:16]([N:19]1[CH2:24][CH2:23][NH:22][CH2:21][CH2:20]1)([CH3:18])[CH3:17].O.ON1C2C=CC=CC=2N=N1.Cl.CN(C)CCCN=C=NCC.CN1CCOCC1.